Predict the reactants needed to synthesize the given product. From a dataset of Full USPTO retrosynthesis dataset with 1.9M reactions from patents (1976-2016). Given the product [P:35]([OH:39])([OH:38])([OH:37])=[O:36].[Cl:1][C:2]1[CH:3]=[CH:4][C:5]([NH:8][C:9]2[C:10](=[O:34])[C:11](=[O:33])[C:12]=2[NH:13][CH2:14][CH2:15][NH:16][C:17]2[CH:22]=[C:21]([N:23]3[CH2:24][CH2:25][CH2:26][CH2:27]3)[N:20]=[C:19]([N:28]3[CH2:32][CH2:31][CH2:30][CH2:29]3)[N:18]=2)=[CH:6][CH:7]=1, predict the reactants needed to synthesize it. The reactants are: [Cl:1][C:2]1[CH:7]=[CH:6][C:5]([NH:8][C:9]2[C:10](=[O:34])[C:11](=[O:33])[C:12]=2[NH:13][CH2:14][CH2:15][NH:16][C:17]2[CH:22]=[C:21]([N:23]3[CH2:27][CH2:26][CH2:25][CH2:24]3)[N:20]=[C:19]([N:28]3[CH2:32][CH2:31][CH2:30][CH2:29]3)[N:18]=2)=[CH:4][CH:3]=1.[P:35](=[O:39])([OH:38])([OH:37])[OH:36].